From a dataset of Reaction yield outcomes from USPTO patents with 853,638 reactions. Predict the reaction yield, written as a fraction of the theoretical maximum amount of product (1.0 means a 100% yield; for example, 0.34 means a 34% yield). (1) The reactants are [CH3:1][N:2]1[C:10]2[C:5](=[CH:6][CH:7]=[CH:8][CH:9]=2)[C:4]([CH3:11])=[C:3]1[CH:12]=O.CN.CO.CC(O)=O.[C:22]([BH3-])#[N:23].[Na+]. No catalyst specified. The product is [CH3:1][N:2]1[C:10]2[C:5](=[CH:6][CH:7]=[CH:8][CH:9]=2)[C:4]([CH3:11])=[C:3]1[CH2:12][NH:23][CH3:22]. The yield is 0.520. (2) The reactants are O[C:2]1[CH:7]=[CH:6][CH:5]=[CH:4][C:3]=1[C:8]1[CH:13]=[CH:12][CH:11]=[CH:10][C:9]=1[P:14](=[O:17])([OH:16])O. The catalyst is O1CCCC1. The product is [CH:10]1[C:9]2[PH:14](=[O:16])[O:17][C:2]3[C:3](=[CH:4][CH:5]=[CH:6][CH:7]=3)[C:8]=2[CH:13]=[CH:12][CH:11]=1. The yield is 0.930. (3) The reactants are Cl.[CH3:2][NH:3][O:4][CH3:5].F[P-](F)(F)(F)(F)F.C[N+](C)=C(N(C)C)ON1C2N=CC=CC=2N=N1.CCN(C(C)C)C(C)C.[Br:39][C:40]1[CH:41]=[CH:42][C:43]([C:46]([OH:48])=O)=[N:44][CH:45]=1. The catalyst is CN(C=O)C. The product is [Br:39][C:40]1[CH:41]=[CH:42][C:43]([C:46]([N:3]([O:4][CH3:5])[CH3:2])=[O:48])=[N:44][CH:45]=1. The yield is 0.600. (4) The reactants are [NH:1]1[C:9]2[C:4](=[N:5][C:6]([C:10]([OH:12])=O)=[CH:7][CH:8]=2)[N:3]=[CH:2]1.[CH2:13]1[C@H:22]2[C@H:17]([CH2:18][CH2:19][C:20]3[CH:26]=[CH:25][CH:24]=[CH:23][C:21]=32)[NH:16][CH2:15][CH2:14]1.F[P-](F)(F)(F)(F)F.N1(OC(N(C)C)=[N+](C)C)C2N=CC=CC=2N=N1. No catalyst specified. The product is [CH2:13]1[C@H:22]2[C@H:17]([CH2:18][CH2:19][C:20]3[CH:26]=[CH:25][CH:24]=[CH:23][C:21]=32)[N:16]([C:10]([C:6]2[N:5]=[C:4]3[N:3]=[CH:2][NH:1][C:9]3=[CH:8][CH:7]=2)=[O:12])[CH2:15][CH2:14]1. The yield is 0.570.